Dataset: Full USPTO retrosynthesis dataset with 1.9M reactions from patents (1976-2016). Task: Predict the reactants needed to synthesize the given product. (1) The reactants are: [Br:1][C:2]1[CH:7]=[CH:6][C:5]([N:8]([CH2:15][CH:16]([CH3:18])[CH3:17])[CH2:9][CH2:10][CH2:11][C:12]([OH:14])=[O:13])=[C:4]([CH:19]=O)[CH:3]=1.[C:21](=O)([O-])[O-].[K+].[K+].CI.C(=O)(OC)OC.C[O-].[Na+].Cl.[OH-].[Na+]. Given the product [Br:1][C:2]1[CH:7]=[CH:6][C:5]2[N:8]([CH2:15][CH:16]([CH3:18])[CH3:17])[CH2:9][CH2:10][C:11]([C:12]([O:14][CH3:21])=[O:13])=[CH:19][C:4]=2[CH:3]=1, predict the reactants needed to synthesize it. (2) The reactants are: [CH2:1]([C@@H:8]([C@@H:11]([O:13][CH2:14][C:15]1[CH:20]=[CH:19][C:18]([O:21][CH3:22])=[CH:17][CH:16]=1)[CH3:12])[CH2:9][OH:10])[C:2]1[CH:7]=[CH:6][CH:5]=[CH:4][CH:3]=1.CS(C)=O. Given the product [CH2:1]([C@@H:8]([C@@H:11]([O:13][CH2:14][C:15]1[CH:16]=[CH:17][C:18]([O:21][CH3:22])=[CH:19][CH:20]=1)[CH3:12])[CH:9]=[O:10])[C:2]1[CH:3]=[CH:4][CH:5]=[CH:6][CH:7]=1, predict the reactants needed to synthesize it. (3) Given the product [Cl:1][C:2]1[CH:7]=[CH:6][C:5]2[NH:8][C:9](=[O:12])[N:14]3[N:20]=[CH:15][N:17]=[C:13]3[C:4]=2[CH:3]=1, predict the reactants needed to synthesize it. The reactants are: [Cl:1][C:2]1[CH:7]=[CH:6][C:5]([NH:8][C:9](=[O:12])OC)=[C:4]([C:13]#[N:14])[CH:3]=1.[CH:15]([NH:17]N)=O.C[N:20]1CCCC1=O. (4) Given the product [CH:18]1([CH2:17][C@H:16]([C:23]2[CH:28]=[CH:27][C:26]([S:29]([CH3:32])(=[O:30])=[O:31])=[C:25]([CH3:33])[CH:24]=2)[C:15]([NH:14][C:11]2[CH:12]=[CH:13][N:9]([CH2:8][CH2:7][OH:6])[N:10]=2)=[O:34])[CH2:22][CH2:21][CH2:20][CH2:19]1, predict the reactants needed to synthesize it. The reactants are: C([Si](C)(C)[O:6][CH2:7][CH2:8][N:9]1[CH:13]=[CH:12][C:11]([NH:14][C:15](=[O:34])[C@@H:16]([C:23]2[CH:28]=[CH:27][C:26]([S:29]([CH3:32])(=[O:31])=[O:30])=[C:25]([CH3:33])[CH:24]=2)[CH2:17][CH:18]2[CH2:22][CH2:21][CH2:20][CH2:19]2)=[N:10]1)(C)(C)C.C(O)C. (5) Given the product [CH2:4]([O:3][C:1]([NH:2][CH:14]([OH:15])[C:13]([OH:17])=[O:16])=[O:11])[C:5]1[CH:6]=[CH:7][CH:8]=[CH:9][CH:10]=1, predict the reactants needed to synthesize it. The reactants are: [C:1](=[O:11])([O:3][CH2:4][C:5]1[CH:10]=[CH:9][CH:8]=[CH:7][CH:6]=1)[NH2:2].O.[C:13]([OH:17])(=[O:16])[CH:14]=[O:15]. (6) Given the product [NH3:8].[CH3:39][C:40]1([C:46]2[CH:47]=[C:48]([NH:52][S:53]([CH3:56])(=[O:55])=[O:54])[CH:49]=[CH:50][CH:51]=2)[CH:45]2[CH:41]1[CH2:42][N:43]([C:12](=[O:14])[CH2:11][C:6]1[C:5]3[C:9](=[CH:10][CH:2]=[CH:3][CH:4]=3)[N:8]([CH3:20])[CH:7]=1)[CH2:44]2, predict the reactants needed to synthesize it. The reactants are: C[C:2]1[CH:10]=[C:9]2[C:5]([CH:6]([CH2:11][C:12]([OH:14])=O)[CH:7]=[N:8]2)=[CH:4][CH:3]=1.O.ON1C2C=CC=C[C:20]=2N=N1.Cl.Cl.CN(C)CCCN=C=NCC.[CH3:39][C:40]1([C:46]2[CH:47]=[C:48]([NH:52][S:53]([CH3:56])(=[O:55])=[O:54])[CH:49]=[CH:50][CH:51]=2)[CH:45]2[CH:41]1[CH2:42][NH:43][CH2:44]2.C(N(CC)CC)C. (7) Given the product [CH3:17][CH:15]([CH2:14][CH2:13][CH2:12][C@H:11]([C@@H:10]1[C@:19]2([CH3:29])[C@H:7]([C:6]3[CH2:5][CH2:4][C@@:3]4([OH:1])[C@:23]([C:22]=3[CH2:21][CH2:20]2)([CH3:28])[CH2:24][CH2:25][C@H:26]([OH:27])[CH2:2]4)[CH2:8][CH2:9]1)[CH3:18])[CH3:16].[CH3:17][CH:15]([CH2:14][CH2:13][CH2:12][C@H:11]([C@@H:10]1[C@:19]2([CH3:29])[C@H:7]([C:6]3[CH2:5][CH2:4][C@@:3]4([OH:1])[C@:23]([C:22]=3[CH2:21][CH2:20]2)([CH3:28])[CH2:24][CH2:25][C@@H:26]([OH:27])[CH2:2]4)[CH2:8][CH2:9]1)[CH3:18])[CH3:16], predict the reactants needed to synthesize it. The reactants are: [O:1]1[C@@:3]23[C@:23]([CH3:28])([CH2:24][CH2:25][C:26](=[O:27])[C@@H:2]12)[C:22]1[CH2:21][CH2:20][C@@:19]2([CH3:29])[C@@H:7]([CH2:8][CH2:9][C@@H:10]2[C@H:11]([CH3:18])[CH2:12][CH2:13][CH2:14][CH:15]([CH3:17])[CH3:16])[C:6]=1[CH2:5][CH2:4]3. (8) Given the product [C:29]1([CH:6]([N:7]2[C:15]3[C:10](=[CH:11][C:12]([O:16][CH2:17][CH2:18][C:19]4[CH:28]=[CH:27][C:26]5[CH2:25][CH2:24][CH2:23][NH:22][C:21]=5[N:20]=4)=[CH:13][CH:14]=3)[CH:9]=[CH:8]2)[CH2:5][C:4]([OH:35])=[O:3])[CH:34]=[CH:33][CH:32]=[CH:31][CH:30]=1, predict the reactants needed to synthesize it. The reactants are: C([O:3][C:4](=[O:35])[CH2:5][CH:6]([C:29]1[CH:34]=[CH:33][CH:32]=[CH:31][CH:30]=1)[N:7]1[C:15]2[C:10](=[CH:11][C:12]([O:16][CH2:17][CH2:18][C:19]3[CH:28]=[CH:27][C:26]4[CH2:25][CH2:24][CH2:23][NH:22][C:21]=4[N:20]=3)=[CH:13][CH:14]=2)[CH:9]=[CH:8]1)C.C1COCC1.CO.O.O.[OH-].[Li+].Cl.